Dataset: Forward reaction prediction with 1.9M reactions from USPTO patents (1976-2016). Task: Predict the product of the given reaction. (1) Given the reactants ClC1C=CC=C(C(OO)=[O:9])C=1.[Br:12][C:13]1[CH:14]=[C:15]([C:19]2[CH2:20][CH2:21][O:22][CH2:23][CH:24]=2)[CH:16]=[CH:17][CH:18]=1.C(=O)(O)[O-].[Na+], predict the reaction product. The product is: [Br:12][C:13]1[CH:14]=[C:15]([C:19]23[O:9][CH:20]2[CH2:21][O:22][CH2:23][CH2:24]3)[CH:16]=[CH:17][CH:18]=1. (2) Given the reactants [OH-].[Na+].[CH2:3]([OH:5])[CH3:4].[CH:6](=O)[C:7]1[CH:12]=[CH:11][CH:10]=[CH:9][CH:8]=1.[CH3:14][C:15]([CH3:17])=O, predict the reaction product. The product is: [CH:6](=[CH:4][C:3]([CH:14]=[CH:15][C:17]1[CH:11]=[CH:12][CH:7]=[CH:8][CH:9]=1)=[O:5])[C:7]1[CH:12]=[CH:11][CH:10]=[CH:9][CH:8]=1. (3) Given the reactants [NH2:1][C:2]1[C:7]([NH2:8])=[CH:6][C:5]([C:9]2[C:10]([CH3:15])=[N:11][O:12][C:13]=2[CH3:14])=[CH:4][C:3]=1[S:16]([NH:19][CH:20]1[CH2:24][CH2:23][CH2:22][CH2:21]1)(=[O:18])=[O:17].[F:25][C:26]([F:31])([F:30])[C:27](O)=O, predict the reaction product. The product is: [CH:20]1([NH:19][S:16]([C:3]2[C:2]3[N:1]=[C:27]([C:26]([F:31])([F:30])[F:25])[NH:8][C:7]=3[CH:6]=[C:5]([C:9]3[C:10]([CH3:15])=[N:11][O:12][C:13]=3[CH3:14])[CH:4]=2)(=[O:17])=[O:18])[CH2:24][CH2:23][CH2:22][CH2:21]1. (4) Given the reactants CS[C:3]1[N:8]=[C:7]([NH:9][CH2:10][CH2:11][OH:12])[CH:6]=[C:5]([C:13]2[CH:18]=[CH:17][CH:16]=[C:15]([C:19]([F:22])([F:21])[F:20])[CH:14]=2)[N:4]=1.[C:23](#N)C.O.O[O:28][S:29]([O-:31])=O.[K+], predict the reaction product. The product is: [CH3:23][S:29]([C:3]1[N:8]=[C:7]([NH:9][CH2:10][CH2:11][OH:12])[CH:6]=[C:5]([C:13]2[CH:18]=[CH:17][CH:16]=[C:15]([C:19]([F:22])([F:20])[F:21])[CH:14]=2)[N:4]=1)(=[O:31])=[O:28]. (5) Given the reactants [Si]([O:8][CH2:9][CH2:10][CH:11]1[CH2:15][CH2:14][N:13]([CH:16]=[CH2:17])[C:12]1=[O:18])(C(C)(C)C)(C)C.[F-].C([N+](CCCC)(CCCC)CCCC)CCC, predict the reaction product. The product is: [OH:8][CH2:9][CH2:10][CH:11]1[CH2:15][CH2:14][N:13]([CH:16]=[CH2:17])[C:12]1=[O:18].